Dataset: Catalyst prediction with 721,799 reactions and 888 catalyst types from USPTO. Task: Predict which catalyst facilitates the given reaction. Reactant: [CH3:1][C:2]1[CH:11]=[C:10]([CH2:12][N:13]2[CH2:18][CH2:17][CH2:16][CH2:15][CH2:14]2)[CH:9]=[CH:8][C:3]=1[C:4]([O:6]C)=[O:5].O1CCCC1.CO.O.[OH-].[Li+]. Product: [CH3:1][C:2]1[CH:11]=[C:10]([CH2:12][N:13]2[CH2:18][CH2:17][CH2:16][CH2:15][CH2:14]2)[CH:9]=[CH:8][C:3]=1[C:4]([OH:6])=[O:5]. The catalyst class is: 6.